Dataset: Forward reaction prediction with 1.9M reactions from USPTO patents (1976-2016). Task: Predict the product of the given reaction. (1) Given the reactants [CH:1]1([CH:4]=[C:5]2[N:10]([C:11]([O:13][C:14]([CH3:17])([CH3:16])[CH3:15])=[O:12])[CH2:9][CH2:8][N:7]3[N:18]=[C:19]([C:21]([F:24])([F:23])[F:22])[N:20]=[C:6]23)[CH2:3][CH2:2]1, predict the reaction product. The product is: [C:14]([O:13][C:11]([N:10]1[CH2:9][CH2:8][N:7]2[N:18]=[C:19]([C:21]([F:23])([F:22])[F:24])[N:20]=[C:6]2[CH:5]1[CH2:4][CH:1]1[CH2:2][CH2:3]1)=[O:12])([CH3:17])([CH3:15])[CH3:16]. (2) Given the reactants [NH:1]1[CH2:5][CH2:4][C@@H:3]([NH:6][C:7]2[C:12]([C:13]3[N:14]=[C:15]4[CH:21]=[CH:20][N:19]([CH2:22][O:23][CH2:24][CH2:25][Si:26]([CH3:29])([CH3:28])[CH3:27])[C:16]4=[N:17][CH:18]=3)=[CH:11][CH:10]=[CH:9][N:8]=2)[CH2:2]1.[C:30](Cl)(=[O:34])[CH2:31][CH2:32][CH3:33], predict the reaction product. The product is: [CH3:27][Si:26]([CH3:29])([CH3:28])[CH2:25][CH2:24][O:23][CH2:22][N:19]1[C:16]2=[N:17][CH:18]=[C:13]([C:12]3[C:7]([NH:6][C@@H:3]4[CH2:4][CH2:5][N:1]([C:30](=[O:34])[CH2:31][CH2:32][CH3:33])[CH2:2]4)=[N:8][CH:9]=[CH:10][CH:11]=3)[N:14]=[C:15]2[CH:21]=[CH:20]1. (3) Given the reactants C(OC(=O)C)(=O)C.C1(=O)OC(=O)CC1.C1(=O)OC(=O)C=C1.[N:22]1[CH:27]=[CH:26][CH:25]=[CH:24][CH:23]=1.[CH2:28]([N:30](CC)[CH2:31]C)C, predict the reaction product. The product is: [CH3:28][N:30]([C:23]1[CH:24]=[CH:25][CH:26]=[CH:27][N:22]=1)[CH3:31]. (4) The product is: [CH3:1][O:2][C:3]([C:5]1[CH:10]=[CH:9][C:8]([NH:19][C:16]2[CH:17]=[N:18][C:13]([CH3:12])=[CH:14][CH:15]=2)=[CH:7][N:6]=1)=[O:4]. Given the reactants [CH3:1][O:2][C:3]([C:5]1[CH:10]=[CH:9][C:8](Br)=[CH:7][N:6]=1)=[O:4].[CH3:12][C:13]1[N:18]=[CH:17][C:16]([NH2:19])=[CH:15][CH:14]=1.C([O-])([O-])=O.[K+].[K+], predict the reaction product. (5) Given the reactants [CH3:1][O:2][C:3]1[CH:4]=[C:5]2[C:10](=[CH:11][C:12]=1[O:13][CH3:14])[N:9]=[C:8]([O:15][C@H:16]1[CH2:21][CH2:20][C@H:19]([OH:22])[CH2:18][CH2:17]1)[CH:7]=[N:6]2.[H-].[Na+].[CH3:25]I, predict the reaction product. The product is: [CH3:1][O:2][C:3]1[CH:4]=[C:5]2[C:10](=[CH:11][C:12]=1[O:13][CH3:14])[N:9]=[C:8]([O:15][CH:16]1[CH2:21][CH2:20][CH:19]([O:22][CH3:25])[CH2:18][CH2:17]1)[CH:7]=[N:6]2. (6) Given the reactants Cl[C:2]1[C:7]([C:8]([F:11])([F:10])[F:9])=[CH:6][N:5]=[C:4]([NH:12][C:13]2[CH:27]=[CH:26][C:16]([CH2:17][P:18](=[O:25])([O:22][CH2:23][CH3:24])[O:19][CH2:20][CH3:21])=[CH:15][CH:14]=2)[N:3]=1.[NH2:28][C:29]1[CH:30]=[CH:31][C:32]([C@H:40]2[CH2:45][CH2:44][C@H:43]([O:46][CH2:47][CH3:48])[CH2:42][CH2:41]2)=[C:33]2[C:37]=1[C:36](=[O:38])[N:35]([CH3:39])[CH2:34]2, predict the reaction product. The product is: [CH2:47]([O:46][C@H:43]1[CH2:42][CH2:41][C@H:40]([C:32]2[CH:31]=[CH:30][C:29]([NH:28][C:2]3[C:7]([C:8]([F:9])([F:11])[F:10])=[CH:6][N:5]=[C:4]([NH:12][C:13]4[CH:27]=[CH:26][C:16]([CH2:17][P:18](=[O:25])([O:22][CH2:23][CH3:24])[O:19][CH2:20][CH3:21])=[CH:15][CH:14]=4)[N:3]=3)=[C:37]3[C:33]=2[CH2:34][N:35]([CH3:39])[C:36]3=[O:38])[CH2:45][CH2:44]1)[CH3:48]. (7) The product is: [Cl:12][C:4]1[CH:5]=[C:6]([C:8]([F:9])([F:10])[F:11])[CH:7]=[C:2]([Cl:1])[C:3]=1[N:13]1[C:17]([NH:18][CH2:19][C:20]2[CH:25]=[N:24][CH:23]=[CH:22][N:21]=2)=[C:16]([S:28][C:27]([F:31])([F:30])[F:26])[CH:15]=[N:14]1. Given the reactants [Cl:1][C:2]1[CH:7]=[C:6]([C:8]([F:11])([F:10])[F:9])[CH:5]=[C:4]([Cl:12])[C:3]=1[N:13]1[C:17]([NH:18][CH2:19][C:20]2[CH:25]=[N:24][CH:23]=[CH:22][N:21]=2)=[CH:16][CH:15]=[N:14]1.[F:26][C:27]([F:31])([F:30])[S:28]Cl.C(=O)([O-])O.[Na+], predict the reaction product. (8) The product is: [C:32]1([C:52]2[CH:57]=[CH:56][CH:55]=[CH:54][CH:53]=2)[CH:37]=[CH:36][CH:35]=[C:34]([NH:38][C@@H:39]([CH2:43][C:44]2[CH:49]=[CH:48][C:47]([O:50][CH3:51])=[CH:46][CH:45]=2)[C:6]([NH:7][C@H:8]([C:10](=[O:30])[NH:11][C@H:12]([B:17]2[O:25][C@H:24]3[C@:19]([CH3:29])([C@H:20]4[CH2:26][C@@H:22]([CH2:23]3)[C:21]4([CH3:27])[CH3:28])[O:18]2)[CH2:13][CH:14]([CH3:15])[CH3:16])[CH3:9])=[O:31])[CH:33]=1. Given the reactants C(O[C:6](=[O:31])[NH:7][C@H:8]([C:10](=[O:30])[NH:11][C@H:12]([B:17]1[O:25][C@H:24]2[C@:19]([CH3:29])([C@H:20]3[CH2:26][C@@H:22]([CH2:23]2)[C:21]3([CH3:28])[CH3:27])[O:18]1)[CH2:13][CH:14]([CH3:16])[CH3:15])[CH3:9])(C)(C)C.[C:32]1([C:52]2[CH:57]=[CH:56][CH:55]=[CH:54][CH:53]=2)[CH:37]=[CH:36][CH:35]=[C:34]([NH:38][C@@H:39]([CH2:43][C:44]2[CH:49]=[CH:48][C:47]([O:50][CH3:51])=[CH:46][CH:45]=2)C(O)=O)[CH:33]=1, predict the reaction product.